From a dataset of Full USPTO retrosynthesis dataset with 1.9M reactions from patents (1976-2016). Predict the reactants needed to synthesize the given product. Given the product [Cl:1][C:2]1[CH:3]=[CH:4][C:5]([C:26]#[N:27])=[C:6]([C:8]2[CH:13]=[CH:12][N:11]([CH:14]([CH2:18][C:19]3[CH:20]=[CH:21][CH:22]=[CH:23][CH:24]=3)[C:15]([NH:37][C:36]3[CH:38]=[CH:39][C:33]([C:32]4[NH:31][N:30]=[N:29][N:28]=4)=[CH:34][CH:35]=3)=[O:16])[C:10](=[O:25])[CH:9]=2)[CH:7]=1.[CH2:10]([NH:11][CH2:12][CH3:13])[CH3:9], predict the reactants needed to synthesize it. The reactants are: [Cl:1][C:2]1[CH:3]=[CH:4][C:5]([C:26]#[N:27])=[C:6]([C:8]2[CH:13]=[CH:12][N:11]([CH:14]([CH2:18][C:19]3[CH:24]=[CH:23][CH:22]=[CH:21][CH:20]=3)[C:15](O)=[O:16])[C:10](=[O:25])[CH:9]=2)[CH:7]=1.[NH:28]1[C:32]([C:33]2[CH:39]=[CH:38][C:36]([NH2:37])=[CH:35][CH:34]=2)=[N:31][N:30]=[N:29]1.